From a dataset of Full USPTO retrosynthesis dataset with 1.9M reactions from patents (1976-2016). Predict the reactants needed to synthesize the given product. Given the product [CH3:11][N:12]([CH3:13])[C:2]1[NH:6][C:5]2[CH:7]=[CH:8][CH:9]=[CH:10][C:4]=2[N:3]=1, predict the reactants needed to synthesize it. The reactants are: Cl[C:2]1[NH:6][C:5]2[CH:7]=[CH:8][CH:9]=[CH:10][C:4]=2[N:3]=1.[CH3:11][NH:12][CH3:13].O.